Dataset: Experimentally validated miRNA-target interactions with 360,000+ pairs, plus equal number of negative samples. Task: Binary Classification. Given a miRNA mature sequence and a target amino acid sequence, predict their likelihood of interaction. The miRNA is hsa-miR-23c with sequence AUCACAUUGCCAGUGAUUACCC. The protein sequence of the target gene is MTLRRLRKLQQKEEATAAPDPAGRAPDSEAARAAPLPSGPPAAAAPPGAPGEELYAALEDYHPAELYRALAVSGGTLPRRKGSGFRWKNFTQSPEQQRKVLTLEKGDNQTFGFEIQTYGLHHREEQRVEMVTFVCRVHESSPAQLAGLTPGDTIASVNGLNVEGIRHREIVDIIKASGNVLRLETLYGTSIRKAELEARLQYLKQTLYEKWGEYRSLMVQEQRLVHGLVVKDPSIYDTLESVRSCLYGAGLLPGSLPFGPLLAAPGSARGGARRAKGDTDDAVYHTCFFGGAEPQALPPP.... Result: 0 (no interaction).